From a dataset of Peptide-MHC class II binding affinity with 134,281 pairs from IEDB. Regression. Given a peptide amino acid sequence and an MHC pseudo amino acid sequence, predict their binding affinity value. This is MHC class II binding data. (1) The peptide sequence is EKKYFAAMQFEPLAA. The MHC is HLA-DPA10201-DPB10101 with pseudo-sequence HLA-DPA10201-DPB10101. The binding affinity (normalized) is 1.00. (2) The peptide sequence is IDLTKIDRCFQLRGNGV. The MHC is HLA-DQA10102-DQB10602 with pseudo-sequence HLA-DQA10102-DQB10602. The binding affinity (normalized) is 0.269. (3) The peptide sequence is WNTDIKTLKFDALSG. The MHC is DRB1_0901 with pseudo-sequence DRB1_0901. The binding affinity (normalized) is 0.394. (4) The peptide sequence is GSLQIVDKIDAAFKI. The MHC is DRB1_1302 with pseudo-sequence DRB1_1302. The binding affinity (normalized) is 0.594.